From a dataset of Peptide-MHC class I binding affinity with 185,985 pairs from IEDB/IMGT. Regression. Given a peptide amino acid sequence and an MHC pseudo amino acid sequence, predict their binding affinity value. This is MHC class I binding data. (1) The MHC is HLA-A02:06 with pseudo-sequence HLA-A02:06. The binding affinity (normalized) is 0.396. The peptide sequence is ALSAGVGAV. (2) The peptide sequence is IEEQVNKTM. The MHC is HLA-A66:01 with pseudo-sequence HLA-A66:01. The binding affinity (normalized) is 0.213. (3) The peptide sequence is RMNVFNGHL. The MHC is HLA-B15:01 with pseudo-sequence HLA-B15:01. The binding affinity (normalized) is 0.692. (4) The peptide sequence is VLDDGIYRI. The MHC is HLA-A01:01 with pseudo-sequence HLA-A01:01. The binding affinity (normalized) is 0.0372. (5) The peptide sequence is GVRFFFYTSK. The MHC is HLA-A68:01 with pseudo-sequence HLA-A68:01. The binding affinity (normalized) is 0.557. (6) The peptide sequence is IVNRNRQGY. The MHC is HLA-B45:01 with pseudo-sequence HLA-B45:01. The binding affinity (normalized) is 0. (7) The peptide sequence is ILWFFNAMVL. The MHC is HLA-A02:01 with pseudo-sequence HLA-A02:01. The binding affinity (normalized) is 0.782. (8) The peptide sequence is TTFSLHYAWK. The binding affinity (normalized) is 0.942. The MHC is HLA-A03:01 with pseudo-sequence HLA-A03:01. (9) The peptide sequence is IVNEHDIKY. The MHC is HLA-A68:01 with pseudo-sequence HLA-A68:01. The binding affinity (normalized) is 0.223.